Predict the reactants needed to synthesize the given product. From a dataset of Full USPTO retrosynthesis dataset with 1.9M reactions from patents (1976-2016). Given the product [C:6]([CH:7]=[N:32][C:30]([O:39][Si:12]([CH3:19])([CH3:18])[CH3:11])=[CH2:31])([CH3:5])=[CH2:9], predict the reactants needed to synthesize it. The reactants are: FC1C=C[C:5](C)=[C:6]([CH:9]=1)[CH:7]=O.[CH3:11][Si:12]([CH3:19])([CH3:18])N[Si:12]([CH3:19])([CH3:18])[CH3:11].C([Li])CCC.C[Si](Cl)(C)C.[CH2:30]([N:32](CC)CC)[CH3:31].C(Cl)(=[O:39])C.